Predict which catalyst facilitates the given reaction. From a dataset of Catalyst prediction with 721,799 reactions and 888 catalyst types from USPTO. (1) Product: [Cl:1][C:2]1[C:15]([C:16]2[CH:21]=[CH:20][CH:19]=[CH:18][CH:17]=2)=[C:14]([CH2:23][NH2:24])[N:5]2[N:6]=[C:7]3[C:12]([CH:11]=[C:10]([F:13])[CH:9]=[CH:8]3)=[C:4]2[N:3]=1. The catalyst class is: 213. Reactant: [Cl:1][C:2]1[C:15]([C:16]2[CH:21]=[CH:20][CH:19]=[CH:18][CH:17]=2)=[C:14](Cl)[N:5]2[N:6]=[C:7]3[C:12]([CH:11]=[C:10]([F:13])[CH:9]=[CH:8]3)=[C:4]2[N:3]=1.[CH3:23][NH2:24]. (2) Reactant: Br[CH2:2][CH2:3][CH:4]([C:9]1[O:10][C:11]2[CH:18]=[C:17]([CH3:19])[CH:16]=[CH:15][C:12]=2[C:13]=1[CH3:14])[CH2:5][CH2:6][CH2:7][CH3:8].C(=O)([O-])[O-].[Cs+].[Cs+].[OH:26][C:27]1[CH:32]=[CH:31][C:30]([O:33][CH2:34][C:35]([O:37][CH2:38][CH3:39])=[O:36])=[C:29]([CH3:40])[CH:28]=1. Product: [CH3:14][C:13]1[C:12]2[CH:15]=[CH:16][C:17]([CH3:19])=[CH:18][C:11]=2[O:10][C:9]=1[CH:4]([CH2:5][CH2:6][CH2:7][CH3:8])[CH2:3][CH2:2][O:26][C:27]1[CH:32]=[CH:31][C:30]([O:33][CH2:34][C:35]([O:37][CH2:38][CH3:39])=[O:36])=[C:29]([CH3:40])[CH:28]=1. The catalyst class is: 23. (3) Reactant: [C:1]([Si:5]([CH3:31])([CH3:30])[O:6][CH2:7][CH:8]([CH:17]1[CH:21]([C:22]2[CH:27]=[CH:26][C:25]([Cl:28])=[C:24]([Cl:29])[CH:23]=2)[CH2:20][NH:19][CH2:18]1)[O:9][C:10]1[CH:15]=[CH:14][C:13]([Cl:16])=[CH:12][N:11]=1)([CH3:4])([CH3:3])[CH3:2].CCN(C(C)C)C(C)C.CN(C(O[N:49]1N=N[C:51]2[CH:52]=[CH:53][CH:54]=[N:55][C:50]1=2)=[N+](C)C)C.F[P-](F)(F)(F)(F)F.CN([CH:68]=[O:69])C. Product: [C:1]([Si:5]([CH3:31])([CH3:30])[O:6][CH2:7][CH:8]([CH:17]1[CH:21]([C:22]2[CH:27]=[CH:26][C:25]([Cl:28])=[C:24]([Cl:29])[CH:23]=2)[CH2:20][N:19]([C:68]([C:53]2[CH:54]=[N:55][C:50]([CH3:51])=[N:49][CH:52]=2)=[O:69])[CH2:18]1)[O:9][C:10]1[CH:15]=[CH:14][C:13]([Cl:16])=[CH:12][N:11]=1)([CH3:4])([CH3:3])[CH3:2]. The catalyst class is: 13. (4) Reactant: [Cl:1][C:2]1[CH:7]=[C:6]2[NH:8][C:9](=[O:30])[C:10]3([CH:15]([C:16]4[CH:21]=[CH:20][CH:19]=[C:18]([Cl:22])[CH:17]=4)[CH2:14][C:13](=O)[NH:12][CH:11]3[C:24]3[CH:25]=[N:26][CH:27]=[CH:28][CH:29]=3)[C:5]2=[CH:4][CH:3]=1.[BH4-].[Na+]. Product: [Cl:1][C:2]1[CH:7]=[C:6]2[NH:8][C:9](=[O:30])[C:10]3([CH:15]([C:16]4[CH:21]=[CH:20][CH:19]=[C:18]([Cl:22])[CH:17]=4)[CH2:14][CH2:13][NH:12][CH:11]3[C:24]3[CH:25]=[N:26][CH:27]=[CH:28][CH:29]=3)[C:5]2=[CH:4][CH:3]=1. The catalyst class is: 5. (5) Reactant: Br[C:2]1[N:10]=[CH:9][N:8]=[C:7]2[C:3]=1[NH:4][CH:5]=[N:6]2.C(N(C(C)C)CC)(C)C.[F:20][C:21]1[CH:22]=[CH:23][CH:24]=[C:25]2[C:30]=1[N:29]=[C:28]([C:31]1[CH:36]=[CH:35][CH:34]=[CH:33][CH:32]=1)[C:27]([CH2:37][NH2:38])=[CH:26]2. Product: [F:20][C:21]1[CH:22]=[CH:23][CH:24]=[C:25]2[C:30]=1[N:29]=[C:28]([C:31]1[CH:36]=[CH:35][CH:34]=[CH:33][CH:32]=1)[C:27]([CH2:37][NH:38][C:2]1[N:10]=[CH:9][N:8]=[C:7]3[C:3]=1[NH:4][CH:5]=[N:6]3)=[CH:26]2. The catalyst class is: 51. (6) Reactant: [Si:1]([O:8][C@@H:9]1[C@@H:16]2[N:12]([N:13]=[C:14]([C:27]3[CH:34]=[CH:33][C:30]([C:31]#[N:32])=[C:29]([Cl:35])[C:28]=3[CH3:36])[C@H:15]2[O:17][CH2:18][CH2:19][O:20]C2CCCCO2)[CH2:11][CH2:10]1)([C:4]([CH3:7])([CH3:6])[CH3:5])([CH3:3])[CH3:2].C1(C)C=CC(S(O)(=O)=O)=CC=1. Product: [Si:1]([O:8][C@@H:9]1[C@@H:16]2[N:12]([N:13]=[C:14]([C:27]3[CH:34]=[CH:33][C:30]([C:31]#[N:32])=[C:29]([Cl:35])[C:28]=3[CH3:36])[C@H:15]2[O:17][CH2:18][CH2:19][OH:20])[CH2:11][CH2:10]1)([C:4]([CH3:7])([CH3:6])[CH3:5])([CH3:3])[CH3:2]. The catalyst class is: 5. (7) Reactant: [S:1]([C:5]1[CH:6]=[C:7]([CH:11]=[CH:12][CH:13]=1)[C:8]([OH:10])=[O:9])([OH:4])(=[O:3])=O.C(=O)([O-])[O-].[K+].[K+].[CH2:20](I)[CH:21]([CH3:23])[CH3:22]. Product: [CH3:20][CH:21]([CH3:23])[CH2:22][S:1]([C:5]1[CH:6]=[C:7]([CH:11]=[CH:12][CH:13]=1)[C:8]([OH:10])=[O:9])(=[O:3])=[O:4]. The catalyst class is: 44. (8) Product: [CH3:9][C:10]1[N:15]=[C:14]([C:16](=[N:7][OH:8])[NH2:17])[CH:13]=[C:12]([C:18]2[CH:23]=[CH:22][C:21]([Cl:24])=[CH:20][CH:19]=2)[N:11]=1. The catalyst class is: 8. Reactant: C(=O)([O-])O.[Na+].Cl.[NH2:7][OH:8].[CH3:9][C:10]1[N:15]=[C:14]([C:16]#[N:17])[CH:13]=[C:12]([C:18]2[CH:23]=[CH:22][C:21]([Cl:24])=[CH:20][CH:19]=2)[N:11]=1.